This data is from Reaction yield outcomes from USPTO patents with 853,638 reactions. The task is: Predict the reaction yield, written as a fraction of the theoretical maximum amount of product (1.0 means a 100% yield; for example, 0.34 means a 34% yield). The reactants are [N+:1]([C:4]1[CH:13]=[CH:12][C:7]2[N:8]=[CH:9][CH2:10][O:11][C:6]=2[CH:5]=1)([O-:3])=[O:2].[Cl-].[NH4+].[OH-].[Na+].Br.Br[CH2:20][C:21]1[CH:22]=[N:23][CH:24]=[CH:25][CH:26]=1. The catalyst is CN(C=O)C.O.C(OCC)(=O)C. The product is [N+:1]([C:4]1[CH:13]=[CH:12][C:7]2[N:8]([CH2:20][C:21]3[CH:22]=[N:23][CH:24]=[CH:25][CH:26]=3)[CH:9]=[CH:10][O:11][C:6]=2[CH:5]=1)([O-:3])=[O:2]. The yield is 0.440.